From a dataset of Catalyst prediction with 721,799 reactions and 888 catalyst types from USPTO. Predict which catalyst facilitates the given reaction. (1) Reactant: [C:1]([O:5][C:6]([C@@:8]12[CH:15]=[CH:14][CH2:13][C@@H:12]1[CH2:11][N:10]([C@@H](C1C=CC=CC=1)C)[CH2:9]2)=[O:7])([CH3:4])([CH3:3])[CH3:2].[CH2:24]([O:31][C:32](Cl)=[O:33])[C:25]1[CH:30]=[CH:29][CH:28]=[CH:27][CH:26]=1. Product: [C:1]([O:5][C:6]([C@@:8]12[CH:15]=[CH:14][CH2:13][C@@H:12]1[CH2:11][N:10]([C:32]([O:31][CH2:24][C:25]1[CH:30]=[CH:29][CH:28]=[CH:27][CH:26]=1)=[O:33])[CH2:9]2)=[O:7])([CH3:4])([CH3:2])[CH3:3]. The catalyst class is: 68. (2) Reactant: [C:1]1([CH:9]=[CH:8][CH:7]=[C:5](O)[C:3]=1[OH:4])O.[CH3:10][C:11](C)=[O:12].C(C(C)=O)C. Product: [C:5]1([CH3:10])[C:3]([OH:4])=[CH:1][CH:9]=[CH:8][CH:7]=1.[CH2:11]=[O:12]. The catalyst class is: 5. (3) Reactant: COC=CC#N.C[O-].[Na+].C(OCC)=O.[Na:15].[CH2:16]([O:18][CH:19]([O:25][CH2:26]C)[C:20](=[CH:23][OH:24])[C:21]#[N:22])[CH3:17]. Product: [CH2:16]([O:18][CH:19]([O:25][CH3:26])[C:20](=[CH:23][OH:24])[C:21]#[N:22])[CH3:17].[Na:15].[CH3:16][O:18][CH:19]([O:25][CH3:26])[C:20](=[CH:23][OH:24])[C:21]#[N:22]. The catalyst class is: 11. (4) Reactant: [Br:1][C:2]1[CH:3]=[C:4]([NH:8][C:9]2[C:18]3[C:13](=[CH:14][CH:15]=[C:16]([NH2:19])[CH:17]=3)[N:12]=[CH:11][N:10]=2)[CH:5]=[CH:6][CH:7]=1.Cl[CH2:21][CH2:22][CH2:23][C:24](Cl)=[O:25].[CH3:27][NH:28][CH3:29].CO. Product: [Br:1][C:2]1[CH:3]=[C:4]([CH:5]=[CH:6][CH:7]=1)[NH:8][C:9]1[C:18]2[C:13](=[CH:14][CH:15]=[C:16]([NH:19][C:24](=[O:25])[CH2:23][CH2:22][CH2:21][N:28]([CH3:29])[CH3:27])[CH:17]=2)[N:12]=[CH:11][N:10]=1. The catalyst class is: 12. (5) Reactant: [CH2:1]([O:13][C:14]1[CH:18]=[CH:17][S:16][C:15]=1[C:19]1[S:20][CH:21]=[CH:22][C:23]=1[O:24][CH2:25][CH2:26][CH2:27][CH2:28][CH2:29][CH2:30][CH2:31][CH2:32][CH2:33][CH2:34][CH2:35][CH3:36])[CH2:2][CH2:3][CH2:4][CH2:5][CH2:6][CH2:7][CH2:8][CH2:9][CH2:10][CH2:11][CH3:12].[Li]CCCC.[CH3:42][Sn:43](Cl)([CH3:45])[CH3:44]. Product: [CH3:42][Sn:43]([CH3:45])([CH3:44])[C:17]1[S:16][C:15]([C:19]2[S:20][C:21]([Sn:43]([CH3:45])([CH3:44])[CH3:42])=[CH:22][C:23]=2[O:24][CH2:25][CH2:26][CH2:27][CH2:28][CH2:29][CH2:30][CH2:31][CH2:32][CH2:33][CH2:34][CH2:35][CH3:36])=[C:14]([O:13][CH2:1][CH2:2][CH2:3][CH2:4][CH2:5][CH2:6][CH2:7][CH2:8][CH2:9][CH2:10][CH2:11][CH3:12])[CH:18]=1. The catalyst class is: 56. (6) Reactant: C(OC(=O)[NH:7][CH2:8][CH2:9][O:10][C:11]1[CH:16]=[CH:15][C:14]([Cl:17])=[CH:13][C:12]=1[C:18](=[O:30])[NH:19][C:20]1[CH:25]=[CH:24][C:23]([N+:26]([O-:28])=[O:27])=[CH:22][C:21]=1[Cl:29])(C)(C)C.C(O)(C(F)(F)F)=O. Product: [NH2:7][CH2:8][CH2:9][O:10][C:11]1[CH:16]=[CH:15][C:14]([Cl:17])=[CH:13][C:12]=1[C:18]([NH:19][C:20]1[CH:25]=[CH:24][C:23]([N+:26]([O-:28])=[O:27])=[CH:22][C:21]=1[Cl:29])=[O:30]. The catalyst class is: 2. (7) Reactant: CCN(CC)CC.[CH3:8][S:9](Cl)(=[O:11])=[O:10].[CH2:13]([OH:33])[CH2:14][CH2:15][CH2:16]/[CH:17]=[CH:18]\[CH2:19]/[CH:20]=[CH:21]\[CH2:22]/[CH:23]=[CH:24]\[CH2:25]/[CH:26]=[CH:27]\[CH2:28]/[CH:29]=[CH:30]\[CH2:31][CH3:32]. Product: [CH3:8][S:9]([O:33][CH2:13][CH2:14][CH2:15][CH2:16]/[CH:17]=[CH:18]\[CH2:19]/[CH:20]=[CH:21]\[CH2:22]/[CH:23]=[CH:24]\[CH2:25]/[CH:26]=[CH:27]\[CH2:28]/[CH:29]=[CH:30]\[CH2:31][CH3:32])(=[O:11])=[O:10]. The catalyst class is: 2. (8) The catalyst class is: 9. Reactant: [CH3:1][O:2][C:3](=[O:30])[C:4]1[CH:9]=[CH:8][C:7]([CH3:10])=[C:6]([N:11]2[C:16](=[O:17])[C:15]([Cl:18])=[C:14]([O:19][CH2:20][C:21]3[CH:26]=[CH:25][C:24](OC)=[CH:23][CH:22]=3)[N:13]=[C:12]2[CH3:29])[CH:5]=1.[F:31]C1C=CC(CBr)=CC=1.C(=O)([O-])[O-].[K+].[K+].C1OCCOCCOCCOCCOCCOC1. Product: [CH3:1][O:2][C:3](=[O:30])[C:4]1[CH:9]=[CH:8][C:7]([CH3:10])=[C:6]([N:11]2[C:16](=[O:17])[C:15]([Cl:18])=[C:14]([O:19][CH2:20][C:21]3[CH:26]=[CH:25][C:24]([F:31])=[CH:23][CH:22]=3)[N:13]=[C:12]2[CH3:29])[CH:5]=1. (9) Reactant: [CH2:1]([S:3]([CH2:6][CH2:7][CH2:8][NH:9]C(=O)OC(C)(C)C)(=[O:5])=[O:4])[CH3:2].[ClH:17]. Product: [ClH:17].[CH2:1]([S:3]([CH2:6][CH2:7][CH2:8][NH2:9])(=[O:5])=[O:4])[CH3:2]. The catalyst class is: 12.